Task: Predict the product of the given reaction.. Dataset: Forward reaction prediction with 1.9M reactions from USPTO patents (1976-2016) (1) The product is: [CH3:16][O:17][CH2:5][CH2:4][N:3]([CH2:8][C:9]1[CH:14]=[CH:13][C:12]([NH2:15])=[CH:11][CH:10]=1)[CH3:7]. Given the reactants Cl.Cl.[N:3]1([CH2:8][C:9]2[CH:14]=[CH:13][C:12]([NH2:15])=[CH:11][CH:10]=2)[CH2:7]C[CH2:5][CH2:4]1.[CH3:16][O:17]CCNC.N1CCCC1, predict the reaction product. (2) Given the reactants [CH3:1][C:2]1[CH:3]=[C:4]([C:9]#[C:10][CH2:11][OH:12])[CH:5]=[C:6]([CH3:8])[CH:7]=1, predict the reaction product. The product is: [CH3:1][C:2]1[CH:3]=[C:4]([CH2:9][CH2:10][CH2:11][OH:12])[CH:5]=[C:6]([CH3:8])[CH:7]=1. (3) Given the reactants [C:1]([O:5][C:6]([N:8]1[C:16]2[C:11](=[CH:12][CH:13]=[C:14]([NH2:17])[CH:15]=2)[C:10]([C:18]2[CH:23]=[CH:22][CH:21]=[CH:20][CH:19]=2)=[N:9]1)=[O:7])([CH3:4])([CH3:3])[CH3:2].Br[C:25]1[CH:30]=[CH:29][CH:28]=[CH:27][C:26]=1[O:31][CH3:32], predict the reaction product. The product is: [C:1]([O:5][C:6]([N:8]1[C:16]2[C:11](=[CH:12][CH:13]=[C:14]([NH:17][C:25]3[CH:30]=[CH:29][CH:28]=[CH:27][C:26]=3[O:31][CH3:32])[CH:15]=2)[C:10]([C:18]2[CH:23]=[CH:22][CH:21]=[CH:20][CH:19]=2)=[N:9]1)=[O:7])([CH3:4])([CH3:2])[CH3:3]. (4) The product is: [CH:13]1([NH:12][C:8]2[C:9]3[C:4](=[CH:3][C:2]([C:26]4[CH:25]=[C:24]([CH:29]=[CH:28][C:27]=4[CH3:30])[C:23]([NH:22][CH:19]4[CH2:20][CH2:21]4)=[O:40])=[CH:11][CH:10]=3)[CH:5]=[N:6][N:7]=2)[CH2:18][CH2:17][CH2:16][CH2:15][CH2:14]1. Given the reactants Br[C:2]1[CH:3]=[C:4]2[C:9](=[CH:10][CH:11]=1)[C:8]([NH:12][CH:13]1[CH2:18][CH2:17][CH2:16][CH2:15][CH2:14]1)=[N:7][N:6]=[CH:5]2.[CH:19]1([NH:22][C:23](=[O:40])[C:24]2[CH:29]=[CH:28][C:27]([CH3:30])=[C:26](B3OC(C)(C)C(C)(C)O3)[CH:25]=2)[CH2:21][CH2:20]1.C(=O)([O-])[O-].[K+].[K+], predict the reaction product. (5) Given the reactants [CH:1]1[C:10]2[C:5](=[CH:6][CH:7]=[CH:8][CH:9]=2)[CH:4]=[N:3][N:2]=1.[N+:11]([O-])([O-:13])=[O:12].[K+].O.[OH-].[Na+], predict the reaction product. The product is: [N+:11]([C:9]1[CH:8]=[CH:7][CH:6]=[C:5]2[C:10]=1[CH:1]=[N:2][N:3]=[CH:4]2)([O-:13])=[O:12]. (6) Given the reactants [NH2:1][CH:2]1[CH2:11][C:10]2[N:9]=[CH:8][C:7]([N:12]3[C:17](=[O:18])[CH:16]=[N:15][C:14]4[N:19]=[CH:20][C:21]([O:23][CH3:24])=[CH:22][C:13]3=4)=[CH:6][C:5]=2[CH2:4][CH2:3]1.N.[O:26]1[C:35]2[CH:34]=[C:33]([CH:36]=O)[N:32]=[CH:31][C:30]=2[O:29][CH2:28][CH2:27]1.C(O[BH-](OC(=O)C)OC(=O)C)(=O)C.[Na+].C(=O)(O)[O-].[Na+], predict the reaction product. The product is: [O:26]1[C:35]2[CH:34]=[C:33]([CH2:36][NH:1][CH:2]3[CH2:11][C:10]4[N:9]=[CH:8][C:7]([N:12]5[C:17](=[O:18])[CH:16]=[N:15][C:14]6[N:19]=[CH:20][C:21]([O:23][CH3:24])=[CH:22][C:13]5=6)=[CH:6][C:5]=4[CH2:4][CH2:3]3)[N:32]=[CH:31][C:30]=2[O:29][CH2:28][CH2:27]1. (7) Given the reactants [Cl:1][C:2]1[CH:3]=[C:4]([S:8]([C:11]2[C:19]3[C:14](=[N:15][CH:16]=[CH:17][CH:18]=3)[N:13]([CH2:20][CH:21]3[CH2:25][CH2:24][CH2:23][NH:22]3)[CH:12]=2)(=[O:10])=[O:9])[CH:5]=[CH:6][CH:7]=1.I[CH3:27], predict the reaction product. The product is: [ClH:1].[Cl:1][C:2]1[CH:3]=[C:4]([S:8]([C:11]2[C:19]3[C:14](=[N:15][CH:16]=[CH:17][CH:18]=3)[N:13]([CH2:20][CH:21]3[CH2:25][CH2:24][CH2:23][N:22]3[CH3:27])[CH:12]=2)(=[O:10])=[O:9])[CH:5]=[CH:6][CH:7]=1. (8) Given the reactants [CH2:1]([O:3][C:4](=[O:17])[C:5]([CH3:16])([O:7][C:8]1[CH:13]=[CH:12][CH:11]=[C:10]([NH:14][CH3:15])[CH:9]=1)[CH3:6])[CH3:2].[CH:18]1([C:21]2[C:26]([CH2:27][C:28](O)=[O:29])=[CH:25][N:24]=[C:23]([C:31]3[CH:36]=[CH:35][C:34]([C:37]([F:40])([F:39])[F:38])=[CH:33][CH:32]=3)[N:22]=2)[CH2:20][CH2:19]1.ClCC1C(C2CC2)=NC(C2C=CC(C(F)(F)F)=CC=2)=NC=1, predict the reaction product. The product is: [CH2:1]([O:3][C:4](=[O:17])[C:5]([O:7][C:8]1[CH:13]=[CH:12][CH:11]=[C:10]([N:14]([C:28](=[O:29])[CH2:27][C:26]2[C:21]([CH:18]3[CH2:19][CH2:20]3)=[N:22][C:23]([C:31]3[CH:32]=[CH:33][C:34]([C:37]([F:40])([F:39])[F:38])=[CH:35][CH:36]=3)=[N:24][CH:25]=2)[CH3:15])[CH:9]=1)([CH3:16])[CH3:6])[CH3:2]. (9) The product is: [Br:1][C:2]1[CH:13]=[CH:12][C:5]([O:6][C@@H:7]([CH3:11])[CH2:8][NH2:10])=[CH:4][CH:3]=1. Given the reactants [Br:1][C:2]1[CH:13]=[CH:12][C:5]([O:6][C@@H:7]([CH3:11])[C:8]([NH2:10])=O)=[CH:4][CH:3]=1.B, predict the reaction product.